Dataset: Forward reaction prediction with 1.9M reactions from USPTO patents (1976-2016). Task: Predict the product of the given reaction. Given the reactants [N+:1]([C:4]1[CH:8]=[CH:7][N:6]([C:9]2[CH:14]=[CH:13][CH:12]=[CH:11][CH:10]=2)[CH:5]=1)([O-])=O.[OH-].[Na+], predict the reaction product. The product is: [C:9]1([N:6]2[CH:7]=[CH:8][C:4]([NH2:1])=[CH:5]2)[CH:14]=[CH:13][CH:12]=[CH:11][CH:10]=1.